Dataset: Forward reaction prediction with 1.9M reactions from USPTO patents (1976-2016). Task: Predict the product of the given reaction. Given the reactants Br[C:2]1[CH:3]=[C:4]([CH:8]=[C:9]([S:11]([F:16])([F:15])([F:14])([F:13])[F:12])[CH:10]=1)[C:5]([OH:7])=[O:6].[N:17]1([C:23]([O:25][C:26]([CH3:29])([CH3:28])[CH3:27])=[O:24])[CH2:22][CH2:21][NH:20][CH2:19][CH2:18]1.C1(P(C2CCCCC2)C2C=CC=CC=2C2C(C(C)C)=CC(C(C)C)=CC=2C(C)C)CCCCC1.CC(C)([O-])C.[Na+], predict the reaction product. The product is: [C:26]([O:25][C:23]([N:17]1[CH2:22][CH2:21][N:20]([C:2]2[CH:3]=[C:4]([CH:8]=[C:9]([S:11]([F:16])([F:15])([F:14])([F:13])[F:12])[CH:10]=2)[C:5]([OH:7])=[O:6])[CH2:19][CH2:18]1)=[O:24])([CH3:29])([CH3:27])[CH3:28].